Dataset: Catalyst prediction with 721,799 reactions and 888 catalyst types from USPTO. Task: Predict which catalyst facilitates the given reaction. (1) Reactant: [C:1]([CH2:3][CH:4]([N:10]1[CH:14]=[C:13]([C:15]2[CH:20]=[CH:19][N:18]=[C:17]([NH:21][C:22]3[CH:30]=[CH:29][C:25]([C:26](O)=[O:27])=[CH:24][CH:23]=3)[N:16]=2)[CH:12]=[N:11]1)[CH:5]1[CH2:9][CH2:8][CH2:7][CH2:6]1)#[N:2].[CH3:31][N:32]1[CH2:37][CH2:36][NH:35][CH2:34][CH2:33]1.F[P-](F)(F)(F)(F)F.N1(O[P+](N(C)C)(N(C)C)N(C)C)C2C=CC=CC=2N=N1.C(N(CC)C(C)C)(C)C. Product: [CH:5]1([CH:4]([N:10]2[CH:14]=[C:13]([C:15]3[CH:20]=[CH:19][N:18]=[C:17]([NH:21][C:22]4[CH:23]=[CH:24][C:25]([C:26]([N:35]5[CH2:36][CH2:37][N:32]([CH3:31])[CH2:33][CH2:34]5)=[O:27])=[CH:29][CH:30]=4)[N:16]=3)[CH:12]=[N:11]2)[CH2:3][C:1]#[N:2])[CH2:6][CH2:7][CH2:8][CH2:9]1. The catalyst class is: 9. (2) Reactant: [CH3:1][O:2][C:3](=[O:12])[C:4]1[CH:9]=[C:8]([I:10])[CH:7]=[CH:6][C:5]=1[OH:11].[CH2:13]([O:15][C:16](=[O:19])[CH2:17]Br)[CH3:14]. Product: [CH3:1][O:2][C:3](=[O:12])[C:4]1[CH:9]=[C:8]([I:10])[CH:7]=[CH:6][C:5]=1[O:11][CH2:17][C:16]([O:15][CH2:13][CH3:14])=[O:19]. The catalyst class is: 21. (3) Reactant: ClC1C=CC(CO[C:10]2[CH:15]=[CH:14][N:13]([C:16]3[CH:17]=[N:18][C:19](F)=[CH:20][CH:21]=3)[C:12](=[O:23])[CH:11]=2)=NC=1.C(OC(N1CC[C@@H](N)C1)=O)(C)(C)C.C([O-])([O-])=O.[K+].[K+]. Product: [N:13]1([C:16]2[CH:17]=[N:18][CH:19]=[CH:20][CH:21]=2)[CH:14]=[CH:15][CH:10]=[CH:11][C:12]1=[O:23]. The catalyst class is: 16. (4) Reactant: [CH3:1][O:2][C:3]1[N:8]=[CH:7][C:6]([CH2:9][S:10]([CH2:13][C:14]([O-:16])=[O:15])(=[O:12])=[O:11])=[CH:5][C:4]=1[N+:17]([O-:19])=[O:18].C(=O)([O-])[O-].[Na+].[Na+]. Product: [CH3:1][O:2][C:3]1[N:8]=[CH:7][C:6]([CH2:9][S:10]([CH2:13][C:14]([OH:16])=[O:15])(=[O:12])=[O:11])=[CH:5][C:4]=1[N+:17]([O-:19])=[O:18]. The catalyst class is: 72. (5) Reactant: [NH2:1][C:2]1[CH:7]=[CH:6][C:5]([N:8]2[C:16]([CH2:17][N:18]([CH3:20])[CH3:19])=[C:15]3[C:10]([N:11]([CH2:32][C:33]4[C:38]([F:39])=[CH:37][CH:36]=[CH:35][C:34]=4[F:40])[C:12](=[O:31])[N:13]([C:22]4[CH:27]=[CH:26][CH:25]=[C:24]([O:28][CH3:29])[C:23]=4[F:30])[C:14]3=[O:21])=[N:9]2)=[CH:4][CH:3]=1.C(N(CC)CC)C.Cl[C:49]([O:51][CH3:52])=[O:50].C(=O)(O)[O-].[Na+]. Product: [F:39][C:38]1[CH:37]=[CH:36][CH:35]=[C:34]([F:40])[C:33]=1[CH2:32][N:11]1[C:10]2=[N:9][N:8]([C:5]3[CH:6]=[CH:7][C:2]([NH:1][C:49](=[O:50])[O:51][CH3:52])=[CH:3][CH:4]=3)[C:16]([CH2:17][N:18]([CH3:19])[CH3:20])=[C:15]2[C:14](=[O:21])[N:13]([C:22]2[CH:27]=[CH:26][CH:25]=[C:24]([O:28][CH3:29])[C:23]=2[F:30])[C:12]1=[O:31]. The catalyst class is: 4. (6) Reactant: [CH2:1]([O:8][C:9]([N:11]1[CH2:16][CH2:15][NH:14][CH2:13][CH:12]1[C:17](=[O:22])[N:18]([O:20][CH3:21])[CH3:19])=[O:10])[C:2]1[CH:7]=[CH:6][CH:5]=[CH:4][CH:3]=1.C=O.[C:25](O[BH-](OC(=O)C)OC(=O)C)(=O)C.[Na+]. Product: [CH2:1]([O:8][C:9]([N:11]1[CH2:16][CH2:15][N:14]([CH3:25])[CH2:13][CH:12]1[C:17](=[O:22])[N:18]([O:20][CH3:21])[CH3:19])=[O:10])[C:2]1[CH:3]=[CH:4][CH:5]=[CH:6][CH:7]=1. The catalyst class is: 26. (7) Reactant: Br[CH2:2][CH2:3][CH2:4][CH2:5][O:6][CH2:7][C@H:8]1[CH2:13][CH2:12][C@H:11]([CH2:14][N:15]([CH3:29])[S:16]([C:19]2[CH:24]=[CH:23][C:22]([C:25]([F:28])([F:27])[F:26])=[CH:21][CH:20]=2)(=[O:18])=[O:17])[CH2:10][CH2:9]1.[NH:30]1[CH2:35][CH2:34][CH2:33][CH2:32][CH2:31]1. Product: [CH3:29][N:15]([CH2:14][C@H:11]1[CH2:12][CH2:13][C@H:8]([CH2:7][O:6][CH2:5][CH2:4][CH2:3][CH2:2][N:30]2[CH2:35][CH2:34][CH2:33][CH2:32][CH2:31]2)[CH2:9][CH2:10]1)[S:16]([C:19]1[CH:24]=[CH:23][C:22]([C:25]([F:28])([F:27])[F:26])=[CH:21][CH:20]=1)(=[O:18])=[O:17]. The catalyst class is: 80.